From a dataset of Peptide-MHC class II binding affinity with 134,281 pairs from IEDB. Regression. Given a peptide amino acid sequence and an MHC pseudo amino acid sequence, predict their binding affinity value. This is MHC class II binding data. (1) The peptide sequence is EVTMLYVVASPDLMT. The MHC is DRB1_0301 with pseudo-sequence DRB1_0301. The binding affinity (normalized) is 0.314. (2) The peptide sequence is YPEDPVKLASIVKAS. The MHC is HLA-DQA10601-DQB10402 with pseudo-sequence HLA-DQA10601-DQB10402. The binding affinity (normalized) is 0.193. (3) The peptide sequence is GKAKGSRAIWYMWLG. The MHC is HLA-DQA10201-DQB10303 with pseudo-sequence HLA-DQA10201-DQB10303. The binding affinity (normalized) is 0.460. (4) The peptide sequence is ATSPTAEGGKATTEE. The MHC is HLA-DPA10301-DPB10402 with pseudo-sequence HLA-DPA10301-DPB10402. The binding affinity (normalized) is 0. (5) The peptide sequence is FTSLEYIEAAKWLLP. The MHC is HLA-DPA10201-DPB11401 with pseudo-sequence HLA-DPA10201-DPB11401. The binding affinity (normalized) is 0.498. (6) The peptide sequence is LVLDFCDDALIEGIT. The MHC is HLA-DPA10201-DPB10101 with pseudo-sequence HLA-DPA10201-DPB10101. The binding affinity (normalized) is 0.444. (7) The peptide sequence is KTFDTEYQKTKLNDW. The MHC is DRB1_0301 with pseudo-sequence DRB1_0301. The binding affinity (normalized) is 0.255. (8) The peptide sequence is MSSFLGKWKLSESHNFDA. The MHC is DRB5_0101 with pseudo-sequence DRB5_0101. The binding affinity (normalized) is 0.0698.